From a dataset of TCR-epitope binding with 47,182 pairs between 192 epitopes and 23,139 TCRs. Binary Classification. Given a T-cell receptor sequence (or CDR3 region) and an epitope sequence, predict whether binding occurs between them. (1) The epitope is LLALHRSYL. The TCR CDR3 sequence is CASSDWQREGSGSDTQYF. Result: 0 (the TCR does not bind to the epitope). (2) The epitope is ALLADKFPV. The TCR CDR3 sequence is CASSLGSGIIRRETQYF. Result: 0 (the TCR does not bind to the epitope). (3) The epitope is FVDGVPFVV. The TCR CDR3 sequence is CASSPSGRDTPKYGYTF. Result: 1 (the TCR binds to the epitope). (4) The epitope is TSNQVAVLY. The TCR CDR3 sequence is CASSPLGTSGTSSYNEQFF. Result: 1 (the TCR binds to the epitope). (5) The epitope is KTSVDCTMYI. The TCR CDR3 sequence is CASSQDEFLEETQYF. Result: 0 (the TCR does not bind to the epitope). (6) The epitope is RPHERNGFTVL. The TCR CDR3 sequence is CASSSNRGTGANVLTF. Result: 0 (the TCR does not bind to the epitope). (7) The epitope is FLPRVFSAV. The TCR CDR3 sequence is CASSLSGATEAFF. Result: 1 (the TCR binds to the epitope).